Dataset: Forward reaction prediction with 1.9M reactions from USPTO patents (1976-2016). Task: Predict the product of the given reaction. Given the reactants B(F)(F)F.C[N:6]([C:8](F)(F)[CH:9]([F:11])[F:10])C.[F:14][C:15]([F:25])([F:24])[C:16](=O)[CH2:17][C:18]([O:20][CH2:21][CH3:22])=[O:19].[CH3:26][NH:27]N, predict the reaction product. The product is: [CH2:21]([O:20][C:18]([C:17]1[C:8]([CH:9]([F:11])[F:10])=[N:6][N:27]([CH3:26])[C:16]=1[C:15]([F:25])([F:24])[F:14])=[O:19])[CH3:22].